From a dataset of Forward reaction prediction with 1.9M reactions from USPTO patents (1976-2016). Predict the product of the given reaction. (1) Given the reactants [C:1]([OH:4])(=[O:3])C.[CH:5]([C:8]1[S:9][CH:10]=[C:11]([C:13]([N:15]2[CH2:20][C:19]3([CH2:25][CH2:24][N:23]([CH2:26][CH2:27][CH2:28][CH2:29][CH2:30][CH2:31][CH2:32][C:33]([CH3:37])([CH3:36])[CH:34]=O)[CH2:22][CH2:21]3)[O:18][CH2:17][CH2:16]2)=[O:14])[N:12]=1)([CH3:7])[CH3:6].C(O)(=O)C.[NH2:42][CH2:43][C@@H:44]([C:46]1[C:54]2[S:53][C:52](=[O:55])[NH:51][C:50]=2[C:49]([OH:56])=[CH:48][CH:47]=1)[OH:45].C(O[BH-](OC(=O)C)OC(=O)C)(=O)C.[Na+], predict the reaction product. The product is: [CH:1]([OH:4])=[O:3].[OH:56][C:49]1[C:50]2[NH:51][C:52](=[O:55])[S:53][C:54]=2[C:46]([C@@H:44]([OH:45])[CH2:43][NH:42][CH2:37][C:33]([CH3:34])([CH3:36])[CH2:32][CH2:31][CH2:30][CH2:29][CH2:28][CH2:27][CH2:26][N:23]2[CH2:22][CH2:21][C:19]3([O:18][CH2:17][CH2:16][N:15]([C:13]([C:11]4[N:12]=[C:8]([CH:5]([CH3:7])[CH3:6])[S:9][CH:10]=4)=[O:14])[CH2:20]3)[CH2:25][CH2:24]2)=[CH:47][CH:48]=1. (2) Given the reactants [C:1]([N:4]([C@H:22]1[C:31]2[C:26](=[CH:27][CH:28]=[CH:29][CH:30]=2)[N:25]([C:32](=[O:41])[C:33]2[CH:38]=[CH:37][C:36]([O:39][CH3:40])=[CH:35][CH:34]=2)[C@@H:24]([CH3:42])[CH2:23]1)[C:5]1[CH:10]=[CH:9][C:8]([NH:11]C(=O)OCC2C=CC=CC=2)=[CH:7][CH:6]=1)(=[O:3])[CH3:2], predict the reaction product. The product is: [NH2:11][C:8]1[CH:9]=[CH:10][C:5]([N:4]([C@H:22]2[C:31]3[C:26](=[CH:27][CH:28]=[CH:29][CH:30]=3)[N:25]([C:32](=[O:41])[C:33]3[CH:34]=[CH:35][C:36]([O:39][CH3:40])=[CH:37][CH:38]=3)[C@@H:24]([CH3:42])[CH2:23]2)[C:1](=[O:3])[CH3:2])=[CH:6][CH:7]=1. (3) The product is: [ClH:26].[N+:1]([C:4]1[CH:5]=[CH:6][C:7]([CH2:8][O:9][C:10](=[O:23])[CH2:11][NH:12][CH:13]([CH3:14])[CH3:15])=[CH:24][CH:25]=1)([O-:3])=[O:2]. Given the reactants [N+:1]([C:4]1[CH:25]=[CH:24][C:7]([CH2:8][O:9][C:10](=[O:23])[CH2:11][N:12](C(OC(C)(C)C)=O)[CH:13]([CH3:15])[CH3:14])=[CH:6][CH:5]=1)([O-:3])=[O:2].[ClH:26].C(OCC)C, predict the reaction product. (4) Given the reactants [Cl:1][C:2]1[CH:7]=[CH:6][C:5]([OH:8])=[CH:4][C:3]=1[C:9]1[C:18]2[C:13](=[C:14]([Cl:19])[CH:15]=[CH:16][CH:17]=2)[N:12]=[CH:11][N:10]=1.F[C:21]1[CH:26]=[C:25]([S:27]([CH3:30])(=[O:29])=[O:28])[CH:24]=[C:23]([F:31])[CH:22]=1, predict the reaction product. The product is: [Cl:19][C:14]1[CH:15]=[CH:16][CH:17]=[C:18]2[C:13]=1[N:12]=[CH:11][N:10]=[C:9]2[C:3]1[CH:4]=[C:5]([O:8][C:21]2[CH:26]=[C:25]([S:27]([CH3:30])(=[O:28])=[O:29])[CH:24]=[C:23]([F:31])[CH:22]=2)[CH:6]=[CH:7][C:2]=1[Cl:1]. (5) Given the reactants CCN=C=NCCCN(C)C.[NH2:12][CH2:13][C:14]1([OH:18])[CH2:17][CH2:16][CH2:15]1.[CH3:19][C@H:20]1[CH2:24][CH2:23][CH2:22][N:21]1[C:25]([C:27]1[N:28]=[C:29]([C:32]([O-])=[O:33])[S:30][CH:31]=1)=[O:26].[K+].C1C=CC2N(O)N=NC=2C=1.CCN(C(C)C)C(C)C, predict the reaction product. The product is: [OH:18][C:14]1([CH2:13][NH:12][C:32]([C:29]2[S:30][CH:31]=[C:27]([C:25]([N:21]3[CH2:22][CH2:23][CH2:24][C@@H:20]3[CH3:19])=[O:26])[N:28]=2)=[O:33])[CH2:17][CH2:16][CH2:15]1. (6) The product is: [BrH:1].[CH:15]([C:2]1[S:23][C:19]2=[N:18][CH2:22][CH2:21][N:20]2[C:3]=1[C:5]1[C:14]2[C:9](=[CH:10][CH:11]=[CH:12][CH:13]=2)[CH:8]=[CH:7][CH:6]=1)([CH3:17])[CH3:16]. Given the reactants [Br:1][CH:2]([CH:15]([CH3:17])[CH3:16])[C:3]([C:5]1[C:14]2[C:9](=[CH:10][CH:11]=[CH:12][CH:13]=2)[CH:8]=[CH:7][CH:6]=1)=O.[NH:18]1[CH2:22][CH2:21][NH:20][C:19]1=[S:23].CCO, predict the reaction product.